From a dataset of Drug-target binding data from BindingDB using IC50 measurements. Regression. Given a target protein amino acid sequence and a drug SMILES string, predict the binding affinity score between them. We predict pIC50 (pIC50 = -log10(IC50 in M); higher means more potent). Dataset: bindingdb_ic50. The compound is CC(C)C[C@H](NC(=O)[C@@H](NC(=O)N[C@H](C(=O)O)C(C)C)[C@@H]1CCN=C(N)N1)C(=O)NCCCN[C@H](C(=O)O)[C@H](O[C@@H]1O[C@H](CN)[C@@H](O)[C@H]1O)[C@H]1O[C@@H](n2ccc(=O)[nH]c2=O)[C@H](O)[C@@H]1O. The target protein (Q9X1N5) has sequence MWEAIISFFLTSVLSVFAKKTEFLDRPDSRKSHGRAVPPVGGVSIFLTLLIFERDNPFFLFSIPLFLLGLLDDLFDLSYRIKLAVTALVAVWFSTAVTIEVSIFGARIHPVFFVIWFVGMVNAFNVVDGLDGLLSGISLFSSLMIGERSLAFSIIGFLPWNLPDAKVFLGNSGSFLLGAYLSTASVVFFEGDLGYATLFLGFPFYEIVFSFVRRLVVKKNPFSPDEKHTHHVFSRKIGKWKTLLILVSFSLMFNLLGLSQKFYFIFLYVVLCCVLLFTYCVLQRGNGNLKL. The pIC50 is 2.9.